This data is from Peptide-MHC class I binding affinity with 185,985 pairs from IEDB/IMGT. The task is: Regression. Given a peptide amino acid sequence and an MHC pseudo amino acid sequence, predict their binding affinity value. This is MHC class I binding data. (1) The peptide sequence is FANYNFTLV. The MHC is HLA-A01:01 with pseudo-sequence HLA-A01:01. The binding affinity (normalized) is 0.300. (2) The peptide sequence is LGFLFHYL. The MHC is H-2-Kb with pseudo-sequence H-2-Kb. The binding affinity (normalized) is 1.00. (3) The peptide sequence is TSMMVILPDK. The MHC is HLA-A11:01 with pseudo-sequence HLA-A11:01. The binding affinity (normalized) is 0.946. (4) The peptide sequence is YSRPWNWTF. The MHC is HLA-A02:12 with pseudo-sequence HLA-A02:12. The binding affinity (normalized) is 0.195.